This data is from Tyrosyl-DNA phosphodiesterase HTS with 341,365 compounds. The task is: Binary Classification. Given a drug SMILES string, predict its activity (active/inactive) in a high-throughput screening assay against a specified biological target. (1) The drug is O=C1Nc2c(C1C(=O)C(=O)Nc1cc3c(cc1)cccc3)cccc2. The result is 0 (inactive). (2) The molecule is O=C1C(C(CC=2NC(=C(C(C12)c1cc(O)c(OC)cc1)C(OC(C)C)=O)C)C)C(OC)=O. The result is 0 (inactive). (3) The compound is Fc1c2nc(CN3CC(CCC3)C(=O)c3cc4OCOc4cc3)ccc2ccc1. The result is 0 (inactive). (4) The molecule is Clc1c(c2nc(N3CCOCC3)cc(SC)n2)cccc1. The result is 0 (inactive). (5) The compound is S(=O)(=O)(c1c2c(ncc1C(=O)c1cc(c(cc1)C)C)ccc(c2)C)c1ccc(OC)cc1. The result is 0 (inactive). (6) The compound is OC(CN1C(=O)C(NC1=O)(C)C)Cn1c2c(c3c1cccc3)cccc2. The result is 0 (inactive).